Dataset: Reaction yield outcomes from USPTO patents with 853,638 reactions. Task: Predict the reaction yield, written as a fraction of the theoretical maximum amount of product (1.0 means a 100% yield; for example, 0.34 means a 34% yield). (1) The reactants are [Cl:1][C:2]1[CH:3]=[C:4]([CH:9]2[C:18]3[C:13](=[CH:14][C:15]([C:20]4[N:21]=[N:22][C:23]([C:26]([F:29])([F:28])[F:27])=[CH:24][CH:25]=4)=[C:16]([F:19])[CH:17]=3)[CH2:12][N:11](C)[CH2:10]2)[CH:5]=[CH:6][C:7]=1[Cl:8].CN(C)C1C2C(=CC=CC=2N(C)C)C=CC=1.ClC(OC(Cl)C)=O.[C:54]([OH:63])(=[O:62])[C@@H:55]([C@H:57]([C:59]([OH:61])=[O:60])[OH:58])[OH:56]. The catalyst is ClCCCl.C(Cl)Cl.C(#N)C.O. The product is [C:59]([C@@H:57]([C@H:55]([C:54]([OH:63])=[O:62])[OH:56])[OH:58])([OH:61])=[O:60].[Cl:1][C:2]1[CH:3]=[C:4]([CH:9]2[C:18]3[C:13](=[CH:14][C:15]([C:20]4[N:21]=[N:22][C:23]([C:26]([F:27])([F:29])[F:28])=[CH:24][CH:25]=4)=[C:16]([F:19])[CH:17]=3)[CH2:12][NH:11][CH2:10]2)[CH:5]=[CH:6][C:7]=1[Cl:8]. The yield is 0.110. (2) The reactants are CCCC[N+](CCCC)(CCCC)CCCC.[F-].[C:19]1([Si:25]([C:83]2[CH:88]=[CH:87][CH:86]=[CH:85][CH:84]=2)([C:77]2[CH:82]=[CH:81][CH:80]=[CH:79][CH:78]=2)[C:26]2[CH:27]=[CH:28][C:29]3[N:30]([Si](C4C=CC=CC=4)(C4C=CC=CC=4)C4C=CC=CC=4)[C:31]4[C:36]([C:37]=3[CH:38]=2)=[CH:35][C:34]([Si:39]([C:52]2[CH:57]=[CH:56][CH:55]=[CH:54][CH:53]=2)([C:46]2[CH:51]=[CH:50][CH:49]=[CH:48][CH:47]=2)[C:40]2[CH:45]=[CH:44][CH:43]=[CH:42][CH:41]=2)=[CH:33][CH:32]=4)[CH:24]=[CH:23][CH:22]=[CH:21][CH:20]=1. The catalyst is C(Cl)Cl. The product is [C:52]1([Si:39]([C:40]2[CH:41]=[CH:42][CH:43]=[CH:44][CH:45]=2)([C:46]2[CH:47]=[CH:48][CH:49]=[CH:50][CH:51]=2)[C:34]2[CH:33]=[CH:32][C:31]3[NH:30][C:29]4[C:37]([C:36]=3[CH:35]=2)=[CH:38][C:26]([Si:25]([C:19]2[CH:20]=[CH:21][CH:22]=[CH:23][CH:24]=2)([C:77]2[CH:82]=[CH:81][CH:80]=[CH:79][CH:78]=2)[C:83]2[CH:88]=[CH:87][CH:86]=[CH:85][CH:84]=2)=[CH:27][CH:28]=4)[CH:57]=[CH:56][CH:55]=[CH:54][CH:53]=1. The yield is 0.970. (3) The reactants are Br[C:2]1[CH:3]=[N:4][CH:5]=[C:6]([Cl:13])[C:7]=1[C:8]([O:10][CH2:11][CH3:12])=[O:9].[CH3:14][Zn]C.O. The catalyst is O1CCOCC1. The product is [Cl:13][C:6]1[CH:5]=[N:4][CH:3]=[C:2]([CH3:14])[C:7]=1[C:8]([O:10][CH2:11][CH3:12])=[O:9]. The yield is 0.900. (4) The reactants are [O:1]1[CH:5]=[CH:4][CH:3]=[C:2]1[C:6]1[CH:35]=[CH:34][C:9]([C:10]([N:12]([CH2:16][C:17]2[CH:33]=[CH:32][CH:31]=[CH:30][C:18]=2[O:19][CH2:20][CH2:21][O:22][CH2:23][CH2:24][C:25]([O:27]CC)=[O:26])[CH:13]([CH3:15])[CH3:14])=[O:11])=[CH:8][CH:7]=1.O.[OH-].[Li+].Cl. The catalyst is C1COCC1.O. The product is [O:1]1[CH:5]=[CH:4][CH:3]=[C:2]1[C:6]1[CH:7]=[CH:8][C:9]([C:10]([N:12]([CH2:16][C:17]2[CH:33]=[CH:32][CH:31]=[CH:30][C:18]=2[O:19][CH2:20][CH2:21][O:22][CH2:23][CH2:24][C:25]([OH:27])=[O:26])[CH:13]([CH3:14])[CH3:15])=[O:11])=[CH:34][CH:35]=1. The yield is 0.265. (5) The product is [Cl:1][C:2]1[CH:9]=[CH:8][CH:7]=[C:6]([F:10])[C:3]=1[C:4]1[N:30]=[C:28]2[CH:27]=[CH:26][CH:25]=[C:24]([CH3:23])[N:29]2[C:12]=1[NH:11][C:13]1[CH:22]=[CH:21][C:16]2[O:17][CH2:18][CH2:19][O:20][C:15]=2[CH:14]=1. The reactants are [Cl:1][C:2]1[CH:9]=[CH:8][CH:7]=[C:6]([F:10])[C:3]=1[CH:4]=O.[N+:11]([C:13]1[CH:22]=[CH:21][C:16]2[O:17][CH2:18][CH2:19][O:20][C:15]=2[CH:14]=1)#[C-:12].[CH3:23][C:24]1[N:29]=[C:28]([NH2:30])[CH:27]=[CH:26][CH:25]=1.[Br-].C([N+]1C=CN(C)C=1)CCC. The catalyst is O.CCOC(C)=O. The yield is 0.670.